This data is from Peptide-MHC class II binding affinity with 134,281 pairs from IEDB. The task is: Regression. Given a peptide amino acid sequence and an MHC pseudo amino acid sequence, predict their binding affinity value. This is MHC class II binding data. (1) The peptide sequence is SLINSMKTSFSSRLL. The MHC is DRB1_0301 with pseudo-sequence DRB1_0301. The binding affinity (normalized) is 0.493. (2) The peptide sequence is IGKMFEATARGARRM. The MHC is DRB1_0404 with pseudo-sequence DRB1_0404. The binding affinity (normalized) is 0.0495. (3) The peptide sequence is NFRFLTEKGMKNVFD. The MHC is DRB1_0101 with pseudo-sequence DRB1_0101. The binding affinity (normalized) is 0.751. (4) The peptide sequence is PVQEFTVPRTKYTAT. The MHC is DRB1_0802 with pseudo-sequence DRB1_0802. The binding affinity (normalized) is 0.392.